From a dataset of PAMPA permeability data for FDA-approved drugs from NCATS. Regression/Classification. Given a drug SMILES string, predict its absorption, distribution, metabolism, or excretion properties. Task type varies by dataset: regression for continuous measurements (e.g., permeability, clearance, half-life) or binary classification for categorical outcomes (e.g., BBB penetration, CYP inhibition). Dataset: approved_pampa_ncats. (1) The result is 1 (high permeability). The drug is CS(=O)(=O)NC1=C(C=C2C(=C1)OC=C(C2=O)NC=O)OC3=CC=CC=C3. (2) The compound is C1[C@@H](NC(=N[C@H]1O)N)[C@H]2C(=O)NC[C@@H](C(=O)N[C@H](C(=O)N[C@H](C(=O)N/C(=C\NC(=O)N)/C(=O)N2)CO)CO)NC(=O)C[C@H](CCCN)N. The result is 1 (high permeability).